From a dataset of Full USPTO retrosynthesis dataset with 1.9M reactions from patents (1976-2016). Predict the reactants needed to synthesize the given product. (1) Given the product [Cl:1][C:2]1[CH:7]=[C:6]([Cl:8])[CH:5]=[CH:4][C:3]=1[CH:9]1[CH:18]([C:19]([NH:21][O:22][CH2:23][C:24]2[CH:25]=[CH:26][C:27]([OH:33])=[C:28]([CH2:30][OH:31])[N:29]=2)=[O:20])[C:17]2[C:12](=[CH:13][CH:14]=[CH:15][CH:16]=2)[C:11](=[O:36])[N:10]1[CH:37]1[CH2:42][CH2:41][CH2:40][CH2:39][CH:38]1[NH:43][S:44]([CH3:47])(=[O:45])=[O:46], predict the reactants needed to synthesize it. The reactants are: [Cl:1][C:2]1[CH:7]=[C:6]([Cl:8])[CH:5]=[CH:4][C:3]=1[CH:9]1[CH:18]([C:19]([NH:21][O:22][CH2:23][C:24]2[N:29]=[C:28]3[CH2:30][O:31]C(C)(C)[O:33][C:27]3=[CH:26][CH:25]=2)=[O:20])[C:17]2[C:12](=[CH:13][CH:14]=[CH:15][CH:16]=2)[C:11](=[O:36])[N:10]1[CH:37]1[CH2:42][CH2:41][CH2:40][CH2:39][CH:38]1[NH:43][S:44]([CH3:47])(=[O:46])=[O:45].Cl.C(=O)([O-])O.[Na+]. (2) Given the product [C:1]([O:5][C:6](=[O:29])[N:7]([CH2:8][C:9]1([CH2:15][N:16]2[CH2:17][CH2:18][N:19]([CH2:22][C:23]3[CH:24]=[CH:25][CH:26]=[CH:27][CH:28]=3)[CH2:20][CH2:21]2)[CH2:14][CH2:13][CH2:12][CH2:11][CH2:10]1)[CH2:32][CH3:33])([CH3:4])([CH3:2])[CH3:3], predict the reactants needed to synthesize it. The reactants are: [C:1]([O:5][C:6](=[O:29])[NH:7][CH2:8][C:9]1([CH2:15][N:16]2[CH2:21][CH2:20][N:19]([CH2:22][C:23]3[CH:28]=[CH:27][CH:26]=[CH:25][CH:24]=3)[CH2:18][CH2:17]2)[CH2:14][CH2:13][CH2:12][CH2:11][CH2:10]1)([CH3:4])([CH3:3])[CH3:2].[H-].[K+].[CH2:32](I)[CH3:33].O. (3) Given the product [F:1][C:2]1[CH:3]=[CH:4][C:5]([C:8]2[C:17]3[C:12](=[CH:13][C:14]([CH:19]=[O:20])=[C:15]([CH3:18])[CH:16]=3)[O:11][C:10](=[O:21])[CH:9]=2)=[CH:6][CH:7]=1, predict the reactants needed to synthesize it. The reactants are: [F:1][C:2]1[CH:7]=[CH:6][C:5]([C:8]2[C:17]3[C:12](=[CH:13][C:14]([CH2:19][OH:20])=[C:15]([CH3:18])[CH:16]=3)[O:11][C:10](=[O:21])[CH:9]=2)=[CH:4][CH:3]=1. (4) Given the product [NH2:36][C:37]1([C:41]2[CH:42]=[CH:43][C:44]([C:47]3[C:56](=[O:57])[C:55]4[C:50](=[CH:51][C:52]([O:59][CH3:60])=[C:53]([Br:58])[CH:54]=4)[O:49][C:48]=3[C:61]3[CH:66]=[CH:65][CH:64]=[CH:63][CH:62]=3)=[CH:45][CH:46]=2)[CH2:38][CH2:39][CH2:40]1, predict the reactants needed to synthesize it. The reactants are: NC1(C2C=CC(C3C(=O)C4C(=CC=C(F)C=4)OC=3C3C=CC=CC=3)=CC=2)CCC1.C(OC(=O)[NH:36][C:37]1([C:41]2[CH:46]=[CH:45][C:44]([C:47]3[C:56](=[O:57])[C:55]4[C:50](=[CH:51][C:52]([O:59][CH3:60])=[C:53]([Br:58])[CH:54]=4)[O:49][C:48]=3[C:61]3[CH:66]=[CH:65][CH:64]=[CH:63][CH:62]=3)=[CH:43][CH:42]=2)[CH2:40][CH2:39][CH2:38]1)(C)(C)C.